Dataset: Forward reaction prediction with 1.9M reactions from USPTO patents (1976-2016). Task: Predict the product of the given reaction. (1) Given the reactants [CH2:1]([O:8][C:9]1[C:10](=[O:26])[N:11]([CH2:15][C:16]([O:18]N2C(=O)CCC2=O)=O)[CH:12]=[CH:13][CH:14]=1)[C:2]1[CH:7]=[CH:6][CH:5]=[CH:4][CH:3]=1.C1([C:33]2[CH:40]=[CH:39][C:36]([CH2:37][NH2:38])=[CH:35][CH:34]=2)C=CC=CC=1.[Al], predict the reaction product. The product is: [CH2:1]([O:8][C:9]1[C:10](=[O:26])[N:11]([CH2:15][C:16](=[O:18])[N:38]([C:2]2[CH:7]=[CH:6][CH:5]=[CH:4][CH:3]=2)[CH2:37][C:36]2[CH:35]=[CH:34][CH:33]=[CH:40][CH:39]=2)[CH:12]=[CH:13][CH:14]=1)[C:2]1[CH:3]=[CH:4][CH:5]=[CH:6][CH:7]=1. (2) Given the reactants C([O:8][C:9](=[O:20])[C:10]([NH:12][C:13]([O:15][C:16]([CH3:19])([CH3:18])[CH3:17])=[O:14])=[CH2:11])C1C=CC=CC=1.N[C@H](C(O)=O)C[OH:24].[OH-].[Na+].CC(OC(OC(OC(C)(C)C)=O)=O)(C)C, predict the reaction product. The product is: [C:13]([NH:12][CH:10]([C:9]([OH:8])=[O:20])[CH2:11][OH:24])([O:15][C:16]([CH3:19])([CH3:18])[CH3:17])=[O:14].